Dataset: Forward reaction prediction with 1.9M reactions from USPTO patents (1976-2016). Task: Predict the product of the given reaction. Given the reactants C[O:2][C:3]1[CH:8]=[CH:7][C:6]([N:9]2[C:13]3[CH:14]=[CH:15][CH:16]=[CH:17][C:12]=3[N:11]=[C:10]2[C:18]2[CH:22]=[CH:21][S:20][CH:19]=2)=[CH:5][CH:4]=1.B(Br)(Br)Br.CO.C([O-])(O)=O.[Na+], predict the reaction product. The product is: [S:20]1[CH:21]=[CH:22][C:18]([C:10]2[N:9]([C:6]3[CH:5]=[CH:4][C:3]([OH:2])=[CH:8][CH:7]=3)[C:13]3[CH:14]=[CH:15][CH:16]=[CH:17][C:12]=3[N:11]=2)=[CH:19]1.